Dataset: Catalyst prediction with 721,799 reactions and 888 catalyst types from USPTO. Task: Predict which catalyst facilitates the given reaction. (1) Reactant: [Cl:1][C:2]1[N:3]=[C:4]([N:13]2[CH2:18][CH2:17][O:16][CH2:15][CH2:14]2)[C:5]2[S:10][CH:9]=[C:8]([CH:11]=[CH2:12])[C:6]=2[N:7]=1.[O:19]1CCCC1.B1C2CCCC1CCC2.OO.[OH-].[Na+]. Product: [Cl:1][C:2]1[N:3]=[C:4]([N:13]2[CH2:18][CH2:17][O:16][CH2:15][CH2:14]2)[C:5]2[S:10][CH:9]=[C:8]([CH2:11][CH2:12][OH:19])[C:6]=2[N:7]=1. The catalyst class is: 6. (2) Reactant: [O:1]1[CH2:6][CH2:5][N:4]([CH2:7][C:8]2[N:9]=[CH:10][S:11][CH:12]=2)[CH2:3][CH2:2]1.C([Li:17])CCC.CCCCCC.[C:24](=[O:26])=[O:25]. Product: [O:1]1[CH2:6][CH2:5][N:4]([CH2:7][C:8]2[N:9]=[C:10]([C:24]([O-:26])=[O:25])[S:11][CH:12]=2)[CH2:3][CH2:2]1.[Li+:17]. The catalyst class is: 27. (3) Reactant: [Br:1][C:2]1[CH:10]=[C:9]2[C:5]([C:6]([CH3:13])([CH3:12])[C:7](=[O:11])[NH:8]2)=[CH:4][CH:3]=1.C[Si]([N-][Si](C)(C)C)(C)C.[Na+].Cl[CH2:25][O:26][CH2:27][CH2:28][Si:29]([CH3:32])([CH3:31])[CH3:30]. Product: [Br:1][C:2]1[CH:10]=[C:9]2[C:5]([C:6]([CH3:13])([CH3:12])[C:7](=[O:11])[N:8]2[CH2:25][O:26][CH2:27][CH2:28][Si:29]([CH3:32])([CH3:31])[CH3:30])=[CH:4][CH:3]=1. The catalyst class is: 1. (4) Reactant: [CH2:1]([C:3]1[CH:8]=[C:7]([C:9]([F:12])([F:11])[F:10])[N:6]=[C:5]([CH2:13][OH:14])[CH:4]=1)[CH3:2].CC(OI1(OC(C)=O)(OC(C)=O)OC(=O)C2C=CC=CC1=2)=O. Product: [CH2:1]([C:3]1[CH:8]=[C:7]([C:9]([F:12])([F:10])[F:11])[N:6]=[C:5]([CH:13]=[O:14])[CH:4]=1)[CH3:2]. The catalyst class is: 2. (5) Reactant: [F:1][C:2]1[CH:7]=[CH:6][C:5]([O:8][CH3:9])=[CH:4][C:3]=1[C:10]1[CH:15]=[CH:14][C:13]([NH2:16])=[CH:12][C:11]=1[CH2:17][C:18]([CH3:21])([CH3:20])[CH3:19].C(N(CC)CC)C.[N+:29]([C:32]1[CH:37]=[CH:36][CH:35]=[CH:34][C:33]=1[S:38](Cl)(=[O:40])=[O:39])([O-:31])=[O:30].O. Product: [F:1][C:2]1[CH:7]=[CH:6][C:5]([O:8][CH3:9])=[CH:4][C:3]=1[C:10]1[CH:15]=[CH:14][C:13]([NH:16][S:38]([C:33]2[CH:34]=[CH:35][CH:36]=[CH:37][C:32]=2[N+:29]([O-:31])=[O:30])(=[O:39])=[O:40])=[CH:12][C:11]=1[CH2:17][C:18]([CH3:21])([CH3:20])[CH3:19]. The catalyst class is: 1. (6) Reactant: [NH2:1][C:2]1([CH2:34][CH2:35][CH:36]([CH3:38])[CH3:37])[C:11]2[C:6](=[CH:7][CH:8]=[CH:9][CH:10]=2)[C:5]([OH:12])=[C:4]([C:13]2[NH:18][C:17]3[CH:19]=[CH:20][C:21]([NH:23]C(=O)OC(C)(C)C)=[CH:22][C:16]=3[S:15](=[O:32])(=[O:31])[N:14]=2)[C:3]1=[O:33].C(N(CC)CC)C.[C:46]([O:49]C(=O)C)(=O)[CH3:47].[CH3:53][S:54](Cl)(=[O:56])=[O:55]. Product: [OH:12][C:5]1[C:6]2[C:11](=[CH:10][CH:9]=[CH:8][CH:7]=2)[C:2]([NH:1][C:46](=[O:49])[CH3:47])([CH2:34][CH2:35][CH:36]([CH3:37])[CH3:38])[C:3](=[O:33])[C:4]=1[C:13]1[NH:18][C:17]2[CH:19]=[CH:20][C:21]([NH:23][S:54]([CH3:53])(=[O:56])=[O:55])=[CH:22][C:16]=2[S:15](=[O:32])(=[O:31])[N:14]=1. The catalyst class is: 4. (7) Reactant: Cl.Cl.[N:3]1[C:11]2[CH:10]=[CH:9][N:8]=[CH:7][C:6]=2[O:5][C:4]=1[NH:12][CH:13]1[CH2:18][CH2:17][NH:16][CH2:15][CH2:14]1.[CH2:19]([NH:21][C:22]1[CH:23]=[C:24]([CH:27]=[CH:28][C:29]=1[O:30][CH3:31])[CH:25]=O)[CH3:20].C([BH3-])#N.[Na+].C(N(C(C)C)C(C)C)C. Product: [CH2:19]([NH:21][C:22]1[CH:23]=[C:24]([CH:27]=[CH:28][C:29]=1[O:30][CH3:31])[CH2:25][N:16]1[CH2:17][CH2:18][CH:13]([NH:12][C:4]2[O:5][C:6]3[CH:7]=[N:8][CH:9]=[CH:10][C:11]=3[N:3]=2)[CH2:14][CH2:15]1)[CH3:20]. The catalyst class is: 212. (8) Reactant: [C:1]([O:5][C:6]([N:8]1[CH2:13][CH2:12][CH:11]([O:14][C:15]2[CH:20]=[CH:19][C:18]([N+:21]([O-])=O)=[CH:17][C:16]=2[C:24](=[O:27])[NH:25][CH3:26])[CH2:10][CH2:9]1)=[O:7])([CH3:4])([CH3:3])[CH3:2]. Product: [C:1]([O:5][C:6]([N:8]1[CH2:13][CH2:12][CH:11]([O:14][C:15]2[CH:20]=[CH:19][C:18]([NH2:21])=[CH:17][C:16]=2[C:24](=[O:27])[NH:25][CH3:26])[CH2:10][CH2:9]1)=[O:7])([CH3:4])([CH3:3])[CH3:2]. The catalyst class is: 19. (9) Reactant: [CH2:1]([O:3][C:4](=[O:31])[CH:5]([N:17]=C(C1C=CC=CC=1)C1C=CC=CC=1)[CH2:6][C:7]1[CH:12]=[CH:11][CH:10]=[C:9]([O:13][CH:14]([F:16])[F:15])[CH:8]=1)[CH3:2].C(O)(=O)CC(CC(O)=O)(C(O)=O)O. Product: [CH2:1]([O:3][C:4](=[O:31])[CH:5]([NH2:17])[CH2:6][C:7]1[CH:12]=[CH:11][CH:10]=[C:9]([O:13][CH:14]([F:16])[F:15])[CH:8]=1)[CH3:2]. The catalyst class is: 1.